This data is from Forward reaction prediction with 1.9M reactions from USPTO patents (1976-2016). The task is: Predict the product of the given reaction. Given the reactants [CH3:1][O:2][C:3]1[CH:20]=[CH:19][C:18]2[C:5](=[CH:6][CH:7]=[C:8]3[C:17]=2[CH:16]([C:21]2[CH:26]=[CH:25][C:24]([O:27][CH2:28][CH2:29][N:30]4[CH2:35][CH2:34][CH2:33][CH2:32][CH2:31]4)=[CH:23][CH:22]=2)[O:15][C:14]2[C:9]3=[CH:10][CH:11]=[C:12]([C:36]#[N:37])[CH:13]=2)[CH:4]=1.C(=O)([O-])[O-:39].[K+].[K+].OO, predict the reaction product. The product is: [CH3:1][O:2][C:3]1[CH:20]=[CH:19][C:18]2[C:5](=[CH:6][CH:7]=[C:8]3[C:17]=2[CH:16]([C:21]2[CH:26]=[CH:25][C:24]([O:27][CH2:28][CH2:29][N:30]4[CH2:31][CH2:32][CH2:33][CH2:34][CH2:35]4)=[CH:23][CH:22]=2)[O:15][C:14]2[C:9]3=[CH:10][CH:11]=[C:12]([C:36]([NH2:37])=[O:39])[CH:13]=2)[CH:4]=1.